From a dataset of Peptide-MHC class II binding affinity with 134,281 pairs from IEDB. Regression. Given a peptide amino acid sequence and an MHC pseudo amino acid sequence, predict their binding affinity value. This is MHC class II binding data. (1) The peptide sequence is SVTIKLDGNLLSSND. The MHC is DRB1_1302 with pseudo-sequence DRB1_1302. The binding affinity (normalized) is 0.753. (2) The peptide sequence is AGAWRTAAVELARAL. The MHC is DRB3_0101 with pseudo-sequence DRB3_0101. The binding affinity (normalized) is 0.467. (3) The peptide sequence is VSLIAIIKGIVNLYK. The MHC is H-2-IAb with pseudo-sequence H-2-IAb. The binding affinity (normalized) is 0.172. (4) The peptide sequence is INEPTAAAIAYELDR. The MHC is HLA-DQA10501-DQB10301 with pseudo-sequence HLA-DQA10501-DQB10301. The binding affinity (normalized) is 0.678.